From a dataset of Peptide-MHC class II binding affinity with 134,281 pairs from IEDB. Regression. Given a peptide amino acid sequence and an MHC pseudo amino acid sequence, predict their binding affinity value. This is MHC class II binding data. (1) The peptide sequence is DELVGGPPVEASAAA. The MHC is DRB1_0401 with pseudo-sequence DRB1_0401. The binding affinity (normalized) is 0.295. (2) The peptide sequence is VVAVGLRVVCAK. The binding affinity (normalized) is 0.331. The MHC is DRB1_1501 with pseudo-sequence DRB1_1501. (3) The peptide sequence is DDIKATYDKGILTVS. The MHC is HLA-DQA10501-DQB10201 with pseudo-sequence HLA-DQA10501-DQB10201. The binding affinity (normalized) is 0.343. (4) The peptide sequence is LGALTGTYVYNHLTPLRDWA. The MHC is DRB1_1501 with pseudo-sequence DRB1_1501. The binding affinity (normalized) is 0.432.